Dataset: Full USPTO retrosynthesis dataset with 1.9M reactions from patents (1976-2016). Task: Predict the reactants needed to synthesize the given product. (1) Given the product [F:3][C:4]1[CH:5]=[CH:6][C:7]([CH2:14][CH2:15][C:16]2[C:21]([C:22]([F:24])([F:25])[F:23])=[CH:20][N:19]=[C:18]([NH:26][C:27]3[CH:32]=[CH:31][C:30]([CH:33]4[CH2:38][CH2:37][N:36]([CH3:39])[CH2:35][CH2:34]4)=[CH:29][CH:28]=3)[N:17]=2)=[C:8]([CH2:10][C:11]([NH2:13])=[O:12])[CH:9]=1, predict the reactants needed to synthesize it. The reactants are: C=O.[F:3][C:4]1[CH:5]=[CH:6][C:7]([CH2:14][CH2:15][C:16]2[C:21]([C:22]([F:25])([F:24])[F:23])=[CH:20][N:19]=[C:18]([NH:26][C:27]3[CH:32]=[CH:31][C:30]([CH:33]4[CH2:38][CH2:37][NH:36][CH2:35][CH2:34]4)=[CH:29][CH:28]=3)[N:17]=2)=[C:8]([CH2:10][C:11]([NH2:13])=[O:12])[CH:9]=1.[C:39](O[BH-](OC(=O)C)OC(=O)C)(=O)C.[Na+]. (2) Given the product [ClH:44].[ClH:44].[CH3:1][C:2]1[C:7]([O:8][C:9]2[C:14]([S:15][C:16]3[CH:21]=[CH:20][N:19]=[C:18]4[CH:22]=[CH:23][S:24][C:17]=34)=[CH:13][N:12]=[C:11]([NH:25][C:26]3[S:27][CH:28]=[C:29]([CH:31]4[CH2:36][CH2:35][NH:34][CH2:33][CH2:32]4)[N:30]=3)[CH:10]=2)=[CH:6][CH:5]=[CH:4][N:3]=1, predict the reactants needed to synthesize it. The reactants are: [CH3:1][C:2]1[C:7]([O:8][C:9]2[C:14]([S:15][C:16]3[CH:21]=[CH:20][N:19]=[C:18]4[CH:22]=[CH:23][S:24][C:17]=34)=[CH:13][N:12]=[C:11]([NH:25][C:26]3[S:27][CH:28]=[C:29]([CH:31]4[CH2:36][CH2:35][N:34](C(OC(C)(C)C)=O)[CH2:33][CH2:32]4)[N:30]=3)[CH:10]=2)=[CH:6][CH:5]=[CH:4][N:3]=1.[ClH:44]. (3) Given the product [Cl:1][C:2]1[CH:7]=[CH:6][CH:5]=[CH:4][C:3]=1[N:8]1[C:12]([C:13]2[S:14][C:15]([C:18]3[CH:23]=[CH:22][CH:21]=[C:20]([S:24]([CH3:27])(=[O:25])=[O:26])[CH:19]=3)=[CH:16][CH:17]=2)=[CH:11][C:10]([CH2:28][C:29]2[NH:33][N:32]=[N:31][N:30]=2)=[N:9]1, predict the reactants needed to synthesize it. The reactants are: [Cl:1][C:2]1[CH:7]=[CH:6][CH:5]=[CH:4][C:3]=1[N:8]1[C:12]([C:13]2[S:14][C:15]([C:18]3[CH:23]=[CH:22][CH:21]=[C:20]([S:24]([CH3:27])(=[O:26])=[O:25])[CH:19]=3)=[CH:16][CH:17]=2)=[CH:11][C:10]([CH2:28][C:29]#[N:30])=[N:9]1.[N-:31]=[N+:32]=[N-:33].[Na+].[NH4+].[Cl-].CN(C=O)C. (4) Given the product [CH:3]([O:6][C:7]([N:9]1[CH2:14][CH2:13][CH:12]([O:15][N:16]=[C:17]2[CH2:18][CH2:19][N:20]([C:23]3[CH:28]=[C:27]([F:29])[C:26]([CH:30]([OH:32])[CH3:31])=[CH:25][C:24]=3[F:33])[CH2:21][CH2:22]2)[CH2:11][CH2:10]1)=[O:8])([CH3:5])[CH3:4], predict the reactants needed to synthesize it. The reactants are: [BH4-].[Na+].[CH:3]([O:6][C:7]([N:9]1[CH2:14][CH2:13][CH:12]([O:15][N:16]=[C:17]2[CH2:22][CH2:21][N:20]([C:23]3[CH:28]=[C:27]([F:29])[C:26]([C:30](=[O:32])[CH3:31])=[CH:25][C:24]=3[F:33])[CH2:19][CH2:18]2)[CH2:11][CH2:10]1)=[O:8])([CH3:5])[CH3:4].C(OCC)(=O)C. (5) Given the product [CH3:11][C:4]1[CH:3]=[C:2]([C:19]2[CH:24]=[CH:23][CH:22]=[CH:21][CH:20]=2)[CH:10]=[CH:9][C:5]=1[C:6]([OH:8])=[O:7], predict the reactants needed to synthesize it. The reactants are: Br[C:2]1[CH:10]=[CH:9][C:5]([C:6]([OH:8])=[O:7])=[C:4]([CH3:11])[CH:3]=1.C([O-])([O-])=O.[Na+].[Na+].O.[C:19]1(B(O)O)[CH:24]=[CH:23][CH:22]=[CH:21][CH:20]=1. (6) Given the product [CH2:1]1[CH:9]2[N:4]([CH2:5][CH:6]=[C:7]([C:10]3[C:18]4[C:13](=[N:14][CH:15]=[CH:16][CH:17]=4)[N:12]([S:25]([C:19]4[CH:24]=[CH:23][CH:22]=[CH:21][CH:20]=4)(=[O:27])=[O:26])[CH:11]=3)[CH2:8]2)[CH2:3][CH2:2]1, predict the reactants needed to synthesize it. The reactants are: [CH2:1]1[CH:9]2[N:4]([CH2:5][CH:6]=[C:7]([C:10]3[C:18]4[C:13](=[N:14][CH:15]=[CH:16][CH:17]=4)[NH:12][CH:11]=3)[CH2:8]2)[CH2:3][CH2:2]1.[C:19]1([S:25](Cl)(=[O:27])=[O:26])[CH:24]=[CH:23][CH:22]=[CH:21][CH:20]=1.C[Si]([N-][Si](C)(C)C)(C)C.[Na+]. (7) Given the product [CH3:1][C:2]([CH3:19])([CH3:18])[CH2:3][C:4]1[O:5][C:6]2[CH:12]=[CH:11][C:10]([CH2:13][C:14]([OH:16])=[O:15])=[CH:9][C:7]=2[N:8]=1, predict the reactants needed to synthesize it. The reactants are: [CH3:1][C:2]([CH3:19])([CH3:18])[CH2:3][C:4]1[O:5][C:6]2[CH:12]=[CH:11][C:10]([CH2:13][C:14]([O:16]C)=[O:15])=[CH:9][C:7]=2[N:8]=1.[OH-].[Na+].Cl. (8) Given the product [Cl:13][C:14]1[CH:19]=[C:18]([C:2]2[CH:3]=[N:4][N:5]([CH:7]3[CH2:12][CH2:11][CH2:10][CH2:9][O:8]3)[CH:6]=2)[CH:17]=[CH:16][N:15]=1, predict the reactants needed to synthesize it. The reactants are: Br[C:2]1[CH:3]=[N:4][N:5]([CH:7]2[CH2:12][CH2:11][CH2:10][CH2:9][O:8]2)[CH:6]=1.[Cl:13][C:14]1[CH:19]=[C:18](B(O)O)[CH:17]=[CH:16][N:15]=1.C(=O)([O-])[O-].[Cs+].[Cs+]. (9) The reactants are: [CH3:1][C:2]1([CH3:13])[O:7][C:6](=[O:8])[NH:5][C:4]2[N:9]=[CH:10][CH:11]=[CH:12][C:3]1=2.[Br:14]N1C(=O)CCC1=O.C(=O)(O)[O-].[Na+]. Given the product [Br:14][C:11]1[CH:10]=[N:9][C:4]2[NH:5][C:6](=[O:8])[O:7][C:2]([CH3:13])([CH3:1])[C:3]=2[CH:12]=1, predict the reactants needed to synthesize it. (10) Given the product [CH3:14][C:13]1[O:12][C:11]([C:15]2[CH:20]=[CH:19][CH:18]=[CH:17][CH:16]=2)=[N:10][C:9]=1[CH2:8][O:7][C:6]1[CH:21]=[CH:22][C:3]([CH2:2][O:23][C:24]2[CH:25]=[C:26]([C:30]([O:32][CH3:33])=[O:31])[CH:27]=[N:28][CH:29]=2)=[CH:4][CH:5]=1, predict the reactants needed to synthesize it. The reactants are: Cl[CH2:2][C:3]1[CH:22]=[CH:21][C:6]([O:7][CH2:8][C:9]2[N:10]=[C:11]([C:15]3[CH:20]=[CH:19][CH:18]=[CH:17][CH:16]=3)[O:12][C:13]=2[CH3:14])=[CH:5][CH:4]=1.[OH:23][C:24]1[CH:25]=[C:26]([C:30]([O:32][CH3:33])=[O:31])[CH:27]=[N:28][CH:29]=1.CN(C)C=O.[H-].[Na+].